Predict the reaction yield, written as a fraction of the theoretical maximum amount of product (1.0 means a 100% yield; for example, 0.34 means a 34% yield). From a dataset of Reaction yield outcomes from USPTO patents with 853,638 reactions. (1) The reactants are [CH3:1][O:2][C:3]1[CH:4]=[CH:5][C:6]2[C:10]([O:11][C:12]3[CH:13]=[CH:14][C:15](C=O)=[N:16][CH:17]=3)=[C:9]([C:20]3[CH:25]=[CH:24][C:23]([O:26][CH3:27])=[CH:22][CH:21]=3)[S:8][C:7]=2[CH:28]=1.C1(P(C2C=CC=CC=2)(C2C=CC=CC=2)=[CH:36][C:37]([O:39][CH3:40])=[O:38])C=CC=CC=1.[CH2:53](Cl)Cl. No catalyst specified. The product is [CH3:1][O:2][C:3]1[CH:4]=[CH:5][C:6]2[C:10]([O:11][C:12]3[CH:13]=[CH:14][C:15](/[CH:53]=[CH:36]/[C:37]([O:39][CH3:40])=[O:38])=[N:16][CH:17]=3)=[C:9]([C:20]3[CH:25]=[CH:24][C:23]([O:26][CH3:27])=[CH:22][CH:21]=3)[S:8][C:7]=2[CH:28]=1. The yield is 0.320. (2) The reactants are [Br-:1].[Br-].[Br-].C([N+](CCCC)(CCCC)CCCC)CCC.C([N+](CCCC)(CCCC)CCCC)CCC.C([N+](CCCC)(CCCC)CCCC)CCC.[CH2:55]([C:57]1[CH:62]=[CH:61][CH:60]=[C:59]([F:63])[C:58]=1[OH:64])[CH3:56]. The catalyst is C(Cl)(Cl)Cl. The product is [Br:1][C:61]1[CH:60]=[C:59]([F:63])[C:58]([OH:64])=[C:57]([CH2:55][CH3:56])[CH:62]=1. The yield is 0.600.